This data is from Full USPTO retrosynthesis dataset with 1.9M reactions from patents (1976-2016). The task is: Predict the reactants needed to synthesize the given product. (1) Given the product [F:18][C:15]1[CH:14]=[CH:13][C:12]([O:11][C:6]2[N:7]=[CH:8][CH:9]=[CH:10][C:5]=2[C:4]([OH:19])=[O:3])=[CH:17][CH:16]=1, predict the reactants needed to synthesize it. The reactants are: C([O:3][C:4](=[O:19])[C:5]1[CH:10]=[CH:9][CH:8]=[N:7][C:6]=1[O:11][C:12]1[CH:17]=[CH:16][C:15]([F:18])=[CH:14][CH:13]=1)C.[OH-].[Na+].Cl. (2) Given the product [CH2:1]([C:3]1[CH:8]=[CH:7][C:6]([CH2:9][CH2:10][CH2:11][OH:12])=[CH:5][CH:4]=1)[CH3:2], predict the reactants needed to synthesize it. The reactants are: [CH2:1]([C:3]1[CH:8]=[CH:7][C:6]([C:9]#[C:10][CH2:11][OH:12])=[CH:5][CH:4]=1)[CH3:2].